Task: Predict the reactants needed to synthesize the given product.. Dataset: Full USPTO retrosynthesis dataset with 1.9M reactions from patents (1976-2016) (1) Given the product [CH2:19]([O:11][C:5]1[CH:6]=[C:7]([N+:8]([O-:10])=[O:9])[C:2]([NH2:1])=[C:3]([CH3:12])[CH:4]=1)[C:20]1[CH:25]=[CH:24][CH:23]=[CH:22][CH:21]=1, predict the reactants needed to synthesize it. The reactants are: [NH2:1][C:2]1[C:7]([N+:8]([O-:10])=[O:9])=[CH:6][C:5]([OH:11])=[CH:4][C:3]=1[CH3:12].C(=O)([O-])[O-].[K+].[K+].[CH2:19](Br)[C:20]1[CH:25]=[CH:24][CH:23]=[CH:22][CH:21]=1.[OH-].[Na+]. (2) Given the product [Br:9][C:5]1[CH:6]=[C:7]([NH:8][CH:16]([CH:13]2[CH2:14][CH2:15][O:10][CH2:11][CH2:12]2)[CH3:17])[C:2]([NH2:1])=[N:3][CH:4]=1, predict the reactants needed to synthesize it. The reactants are: [NH2:1][C:2]1[C:7]([NH2:8])=[CH:6][C:5]([Br:9])=[CH:4][N:3]=1.[O:10]1[CH2:15][CH2:14][CH:13]([C:16](=O)[CH3:17])[CH2:12][CH2:11]1.C([BH3-])#N.[Na+].C(=O)(O)[O-].[Na+]. (3) Given the product [CH2:1]([O:8][C:9](=[O:10])[NH:11][CH2:12][CH2:13][CH2:14][CH2:15][C@H:16]([NH:27][C:28]([O:30][C:31]([CH3:34])([CH3:33])[CH3:32])=[O:29])[C:17](=[O:18])[NH2:35])[C:2]1[CH:7]=[CH:6][CH:5]=[CH:4][CH:3]=1, predict the reactants needed to synthesize it. The reactants are: [CH2:1]([O:8][C:9]([NH:11][CH2:12][CH2:13][CH2:14][CH2:15][C@H:16]([NH:27][C:28]([O:30][C:31]([CH3:34])([CH3:33])[CH3:32])=[O:29])[C:17](ON1C(=O)CCC1=O)=[O:18])=[O:10])[C:2]1[CH:7]=[CH:6][CH:5]=[CH:4][CH:3]=1.[NH3:35]. (4) The reactants are: [Br:1][C:2]1[CH:3]=[C:4]2[C:8](=[CH:9][CH:10]=1)[NH:7][N:6]=[CH:5]2.[H-].[Na+].[C:13]([O:17][C:18](O[C:18]([O:17][C:13]([CH3:16])([CH3:15])[CH3:14])=[O:19])=[O:19])([CH3:16])([CH3:15])[CH3:14]. Given the product [C:13]([O:17][C:18]([N:7]1[C:8]2[C:4](=[CH:3][C:2]([Br:1])=[CH:10][CH:9]=2)[CH:5]=[N:6]1)=[O:19])([CH3:16])([CH3:15])[CH3:14], predict the reactants needed to synthesize it. (5) Given the product [CH2:16]([O:8][C:7](=[O:9])[C:6]1[CH:10]=[C:2]([Cl:1])[CH:3]=[CH:4][C:5]=1[N+:11]([O-:13])=[O:12])[CH3:17], predict the reactants needed to synthesize it. The reactants are: [Cl:1][C:2]1[CH:3]=[CH:4][C:5]([N+:11]([O-:13])=[O:12])=[C:6]([CH:10]=1)[C:7]([OH:9])=[O:8].CO[C:16](=O)[C:17]1C=C(N(CCC)CCC)C=CC=1N.S(Cl)(Cl)=O. (6) Given the product [NH2:4][C:3]([NH2:5])=[N:2][C:21]([C:9]1[CH:10]=[CH:11][C:12]2[C:13]3[C:18](=[CH:17][CH:16]=[CH:15][CH:14]=3)[NH:19][C:20]=2[CH:8]=1)=[O:22], predict the reactants needed to synthesize it. The reactants are: Cl.[NH2:2][C:3]([NH2:5])=[NH:4].[H-].[Na+].[CH:8]1[C:20]2[NH:19][C:18]3[C:13](=[CH:14][CH:15]=[CH:16][CH:17]=3)[C:12]=2[CH:11]=[CH:10][C:9]=1[C:21](OC)=[O:22]. (7) Given the product [F:1][C:2]1[CH:3]=[CH:4][C:5]([C:8]2[CH:9]=[N:10][N:11]3[CH2:16][CH:15]([CH3:17])[NH:14][CH2:13][C:12]=23)=[CH:6][CH:7]=1, predict the reactants needed to synthesize it. The reactants are: [F:1][C:2]1[CH:7]=[CH:6][C:5]([C:8]2[CH:9]=[N:10][N:11]3[CH2:16][CH:15]([CH3:17])[N:14](C(OC(C)(C)C)=O)[CH2:13][C:12]=23)=[CH:4][CH:3]=1. (8) Given the product [F:1][C:2]1[CH:3]=[CH:4][C:5]2[N:14]=[C:13]([N:15]3[CH2:20][CH2:19][N:18]([CH3:30])[C@@H:17]([CH2:21][CH2:22][CH2:23][O:24][CH3:25])[CH2:16]3)[C:12]3[CH:11]=[C:10]([CH3:26])[S:9][C:8]=3[NH:7][C:6]=2[CH:27]=1, predict the reactants needed to synthesize it. The reactants are: [F:1][C:2]1[CH:3]=[CH:4][C:5]2[N:14]=[C:13]([N:15]3[CH2:20][CH2:19][NH:18][C@@H:17]([CH2:21][CH2:22][CH2:23][O:24][CH3:25])[CH2:16]3)[C:12]3[CH:11]=[C:10]([CH3:26])[S:9][C:8]=3[NH:7][C:6]=2[CH:27]=1.C=O.[C:30](O[BH-](OC(=O)C)OC(=O)C)(=O)C.[Na+]. (9) The reactants are: C([O:3][C:4]([C:6]1[C:7]([C:11]2[CH:16]=[CH:15][CH:14]=[CH:13][N:12]=2)=[N:8][O:9][CH:10]=1)=[O:5])C.COC(C1C=NC(OCC2C(C3C=CC(Cl)=CC=3)=NOC=2)=CN=1)=O. Given the product [N:12]1[CH:13]=[CH:14][CH:15]=[CH:16][C:11]=1[C:7]1[C:6]([C:4]([OH:5])=[O:3])=[CH:10][O:9][N:8]=1, predict the reactants needed to synthesize it. (10) Given the product [CH3:38][N:36]([CH2:35][CH:32]1[CH2:31][CH2:30][N:29]([C:27]([NH:26][C:22]2[CH:21]=[C:20]([O:19][C:18]3[CH:17]=[CH:16][C:15]([NH:14][C:12]([NH:11][C:9](=[O:10])[CH2:8][C:5]4[CH:4]=[CH:3][C:2]([F:1])=[CH:7][CH:6]=4)=[S:13])=[CH:40][CH:39]=3)[CH:25]=[CH:24][N:23]=2)=[O:28])[CH2:34][CH2:33]1)[CH3:37], predict the reactants needed to synthesize it. The reactants are: [F:1][C:2]1[CH:7]=[CH:6][C:5]([CH2:8][C:9]([N:11]=[C:12]=[S:13])=[O:10])=[CH:4][CH:3]=1.[NH2:14][C:15]1[CH:40]=[CH:39][C:18]([O:19][C:20]2[CH:25]=[CH:24][N:23]=[C:22]([NH:26][C:27]([N:29]3[CH2:34][CH2:33][CH:32]([CH2:35][N:36]([CH3:38])[CH3:37])[CH2:31][CH2:30]3)=[O:28])[CH:21]=2)=[CH:17][CH:16]=1.C12(CS(O)(=O)=O)C(C)(C)C(CC1)CC2=O.